Dataset: CYP2C9 inhibition data for predicting drug metabolism from PubChem BioAssay. Task: Regression/Classification. Given a drug SMILES string, predict its absorption, distribution, metabolism, or excretion properties. Task type varies by dataset: regression for continuous measurements (e.g., permeability, clearance, half-life) or binary classification for categorical outcomes (e.g., BBB penetration, CYP inhibition). Dataset: cyp2c9_veith. (1) The drug is CC(=O)OC[C@@H]1O[C@H](C/C=N\OC[C@@H](O)[C@H]2O[C@H]3OC(C)(C)O[C@H]3[C@@H]2O)C=C[C@@H]1OC(C)=O. The result is 0 (non-inhibitor). (2) The drug is CCc1ccc(C(CC(=O)c2ccc(Cl)cc2)C(=O)O)cc1. The result is 1 (inhibitor). (3) The compound is COc1cc2ncnc(Nc3cccc(Cl)c3)c2cc1OC. The result is 0 (non-inhibitor). (4) The molecule is COC(=O)N1CCC2(CCN(C(=O)Nc3cccc(F)c3)CC2)CC1. The result is 0 (non-inhibitor).